This data is from Reaction yield outcomes from USPTO patents with 853,638 reactions. The task is: Predict the reaction yield, written as a fraction of the theoretical maximum amount of product (1.0 means a 100% yield; for example, 0.34 means a 34% yield). (1) The reactants are [C:1]([C:4]1[CH:9]=[CH:8][C:7](B(O)O)=[CH:6][CH:5]=1)([OH:3])=[O:2].FC(F)(F)S(O[C:19]1[CH2:28][CH2:27][C:22]2([O:26][CH2:25][CH2:24][O:23]2)[CH2:21][CH:20]=1)(=O)=O.C([O-])([O-])=O.[Na+].[Na+].C1(P(C2C=CC=CC=2)C2C=CC=CC=2)C=CC=CC=1. The catalyst is CN(C=O)C.C1C=CC(/C=C/C(/C=C/C2C=CC=CC=2)=O)=CC=1.C1C=CC(/C=C/C(/C=C/C2C=CC=CC=2)=O)=CC=1.C1C=CC(/C=C/C(/C=C/C2C=CC=CC=2)=O)=CC=1.[Pd].[Pd]. The product is [O:23]1[C:22]2([CH2:27][CH2:28][C:19]([C:7]3[CH:8]=[CH:9][C:4]([C:1]([OH:3])=[O:2])=[CH:5][CH:6]=3)=[CH:20][CH2:21]2)[O:26][CH2:25][CH2:24]1. The yield is 0.380. (2) The product is [CH3:29][C:24]1[CH:25]=[C:26]([CH3:28])[N:27]=[C:22]([N:19]2[CH2:18][CH2:17][C:13]3([C:12](=[O:30])[N:11]([CH2:10][C:3]4[C:4]5[C:9](=[CH:8][CH:7]=[CH:6][CH:5]=5)[N:1]([CH3:33])[CH:2]=4)[CH2:16][CH2:15][CH2:14]3)[CH2:21][CH2:20]2)[N:23]=1. The catalyst is C1COCC1. The yield is 0.250. The reactants are [NH:1]1[C:9]2[C:4](=[CH:5][CH:6]=[CH:7][CH:8]=2)[C:3]([CH2:10][N:11]2[CH2:16][CH2:15][CH2:14][C:13]3([CH2:21][CH2:20][N:19]([C:22]4[N:27]=[C:26]([CH3:28])[CH:25]=[C:24]([CH3:29])[N:23]=4)[CH2:18][CH2:17]3)[C:12]2=[O:30])=[CH:2]1.[H-].[Na+].[CH3:33]I.O. (3) The reactants are [CH3:1][C:2]1([CH3:16])[C:6]([CH3:8])([CH3:7])[O:5][B:4]([C:9]2[CH:10]=[C:11]([NH2:15])[CH:12]=[CH:13][CH:14]=2)[O:3]1.[Cl:17][C:18]1[CH:23]=[CH:22][C:21]([N:24]=[C:25]=[O:26])=[CH:20][C:19]=1[C:27]([F:30])([F:29])[F:28]. The catalyst is ClCCl. The product is [Cl:17][C:18]1[CH:23]=[CH:22][C:21]([NH:24][C:25]([NH:15][C:11]2[CH:12]=[CH:13][CH:14]=[C:9]([B:4]3[O:3][C:2]([CH3:16])([CH3:1])[C:6]([CH3:7])([CH3:8])[O:5]3)[CH:10]=2)=[O:26])=[CH:20][C:19]=1[C:27]([F:28])([F:29])[F:30]. The yield is 1.00. (4) The reactants are [CH2:1]([C:4]1[NH:5][C:6]2[C:11]([CH:12]=1)=[C:10]([C:13]([F:16])([F:15])[F:14])[C:9]([C:17]#[N:18])=[CH:8][CH:7]=2)[CH2:2][CH3:3].C([O-])([O-])=O.[Cs+].[Cs+].Br[CH2:26][C:27]#[N:28]. The catalyst is C(#N)C. The product is [C:27]([CH2:26][N:5]1[C:6]2[C:11](=[C:10]([C:13]([F:15])([F:16])[F:14])[C:9]([C:17]#[N:18])=[CH:8][CH:7]=2)[CH:12]=[C:4]1[CH2:1][CH2:2][CH3:3])#[N:28]. The yield is 0.920. (5) The reactants are [CH3:1][O:2][C:3](=[O:51])[CH2:4][CH2:5][NH:6][CH2:7][CH2:8][NH:9][C:10]([C@:12]12[CH2:47][CH2:46][C@@H:45]([C:48]([CH3:50])=[CH2:49])[C@@H:13]1[C@@H:14]1[C@@:27]([CH3:30])([CH2:28][CH2:29]2)[C@@:26]2([CH3:31])[C@@H:17]([C@:18]3([CH3:44])[C@@H:23]([CH2:24][CH2:25]2)[C:22]([CH3:33])([CH3:32])[C:21]([C:34]2[CH:43]=[CH:42][C:37]([C:38]([O:40][CH3:41])=[O:39])=[CH:36][CH:35]=2)=[CH:20][CH2:19]3)[CH2:16][CH2:15]1)=[O:11].I[CH2:53][CH3:54].C(=O)([O-])[O-].[K+].[K+]. The catalyst is C(#N)C.O1CCOCC1. The product is [CH2:53]([N:6]([CH2:5][CH2:4][C:3]([O:2][CH3:1])=[O:51])[CH2:7][CH2:8][NH:9][C:10]([C@:12]12[CH2:47][CH2:46][C@@H:45]([C:48]([CH3:50])=[CH2:49])[C@@H:13]1[C@@H:14]1[C@@:27]([CH3:30])([CH2:28][CH2:29]2)[C@@:26]2([CH3:31])[C@@H:17]([C@:18]3([CH3:44])[C@@H:23]([CH2:24][CH2:25]2)[C:22]([CH3:33])([CH3:32])[C:21]([C:34]2[CH:35]=[CH:36][C:37]([C:38]([O:40][CH3:41])=[O:39])=[CH:42][CH:43]=2)=[CH:20][CH2:19]3)[CH2:16][CH2:15]1)=[O:11])[CH3:54]. The yield is 0.770. (6) The reactants are C(OC([N:8]1[CH2:12][CH2:11][CH2:10][CH:9]1[CH2:13][O:14][C:15]1[CH:20]=[CH:19][C:18]([C:21]([O:23][CH3:24])=[O:22])=[CH:17][N:16]=1)=O)(C)(C)C.C(O)(C(F)(F)F)=O. The catalyst is C(Cl)Cl. The product is [NH:8]1[CH2:12][CH2:11][CH2:10][CH:9]1[CH2:13][O:14][C:15]1[CH:20]=[CH:19][C:18]([C:21]([O:23][CH3:24])=[O:22])=[CH:17][N:16]=1. The yield is 0.940.